From a dataset of Experimentally validated miRNA-target interactions with 360,000+ pairs, plus equal number of negative samples. Binary Classification. Given a miRNA mature sequence and a target amino acid sequence, predict their likelihood of interaction. (1) The miRNA is hsa-miR-628-5p with sequence AUGCUGACAUAUUUACUAGAGG. The protein sequence of the target gene is MPLKHYLLLLVGCQAWGAGLAYHGCPSECTCSRASQVECTGARIVAVPTPLPWNAMSLQILNTHITELNESPFLNISALIALRIEKNELSRITPGAFRNLGSLRYLSLANNKLQVLPIGLFQGLDSLESLLLSSNQLLQIQPAHFSQCSNLKELQLHGNHLEYIPDGAFDHLVGLTKLNLGKNSLTHISPRVFQHLGNLQVLRLYENRLTDIPMGTFDGLVNLQELALQQNQIGLLSPGLFHNNHNLQRLYLSNNHISQLPPSVFMQLPQLNRLTLFGNSLKELSPGIFGPMPNLRELWL.... Result: 0 (no interaction). (2) The miRNA is hsa-miR-1269b with sequence CUGGACUGAGCCAUGCUACUGG. The protein sequence of the target gene is MAAMASLGALALLLLSSLSRCSAEACLEPQITPSYYTTSDAVISTETVFIVEISLTCKNRVQNMALYADVGGKQFPVTRGQDVGRYQVSWSLDHKSAHAGTYEVRFFDEESYSLLRKAQRNNEDISIIPPLFTVSVDHRGTWNGPWVSTEVLAAAIGLVIYYLAFSAKSHIQA. Result: 0 (no interaction). (3) The protein sequence of the target gene is MGLQQEISLQPWCHHPAESCQTTTDMTERLSAEQIKEYKGVFEMFDEEGNGEVKTGELEWLMSLLGINPTKSELASMAKDVDRDNKGFFNCDGFLALMGVYHEKAQNQESELRAAFRVFDKEGKGYIDWNTLKYVLMNAGEPLNEVEAEQMMKEADKDGDRTIDYEEFVAMMTGESFKLIQ. The miRNA is hsa-miR-766-3p with sequence ACUCCAGCCCCACAGCCUCAGC. Result: 0 (no interaction). (4) The miRNA is mmu-miR-802-5p with sequence UCAGUAACAAAGAUUCAUCCUU. The protein sequence of the target gene is MFGLRRNAVIGLNLYCGGASLGAGGGSPAGTRLAAEEAKARREGGGEAALLPGARVVARPPPVGAEDPDVTASAERRLLKSPGLLAVPPEEMAASAAAIMSPEEELDGCEPEVLSKRPAVLPLLERVSEAAKSSGADGSLPSTPPPPEEEDDELYRQSLEIISRYLREQATGSKDAKPLGEAGAAGRRALETLRRVGDGVQRNHETAFQGMLRKLDIKNEDDVKSFSRVMTHVFKDGVTNWGRIVTLISFGAFVAKHLKSINQESCIEPLAESITDVLVRTKRDWLVKQRGWDGFVEFFH.... Result: 0 (no interaction). (5) The miRNA is hsa-miR-6824-3p with sequence UCUCUGGUCUUGCCACCCCAG. The protein sequence of the target gene is MPLSSPNAAATASDMDKNSGSNSSSASSGSSKGQQPPRSASAGPAGESKPKSDGKNSSGSKRYNRKRELSYPKNESFNNQSRRSSSQKSKTFNKMPPQRGGGSSKLFSSSFNGGRRDEVAEAQRAEFSPAQFSGPKKINLNHLLNFTFEPRGQTGHFEGSGHGSWGKRNKWGHKPFNKELFLQANCQFVVSEDQDYTAHFADPDTLVNWDFVEQVRICSHEVPSCPICLYPPTAAKITRCGHIFCWACILHYLSLSEKTWSKCPICYSSVHKKDLKSVVATESHQYVVGDTITMQLMKRE.... Result: 0 (no interaction). (6) Result: 1 (interaction). The protein sequence of the target gene is MVAERSPARSPGSWLFPGLWLLVLSGPGGLLRAQEQPSCRRAFDLYFVLDKSGSVANNWIEIYNFVQQLAERFVSPEMRLSFIVFSSQATIILPLTGDRGKISKGLEDLKRVSPVGETYIHEGLKLANEQIQKAGGLKTSSIIIALTDGKLDGLVPSYAEKEAKISRSLGASVYCVGVLDFEQAQLERIADSKEQVFPVKGGFQALKGIINSILAQSCTEILELQPSSVCVGEEFQIVLSGRGFMLGSRNGSVLCTYTVNETYTTSVKPVSVQLNSMLCPAPILNKAGETLDVSVSFNGG.... The miRNA is hsa-miR-30c-1-3p with sequence CUGGGAGAGGGUUGUUUACUCC. (7) The protein sequence of the target gene is MEANGSQGTSGSANDSQHDPGKMFIGGLSWQTSPDSLRDYFSKFGEIRECMVMRDPTTKRSRGFGFVTFADPASVDKVLGQPHHELDSKTIDPKVAFPRRAQPKMVTRTKKIFVGGLSANTVVEDVKQYFEQFGKVEDAMLMFDKTTNRHRGFGFVTFENEDVVEKVCEIHFHEINNKMVECKKAQPKEVMFPPGTRGRARGLPYTMDAFMLGMGMLGYPNFVATYGRGYPGFAPSYGYQFPGFPAAAYGPVAAAAVAAARGSGSNPARPGGFPGANSPGPVADLYGPASQDSGVGNYIS.... The miRNA is hsa-miR-500b-3p with sequence GCACCCAGGCAAGGAUUCUG. Result: 0 (no interaction). (8) Result: 0 (no interaction). The miRNA is hsa-miR-6804-3p with sequence CGCACCUGCCUCUCACCCACAG. The protein sequence of the target gene is MGPVVERPAEPGTSSAAELELLKRRAAERIDEAAERLGALSRAIWSAPELAYEEHRAHGELTRFFECEPPAASWAVQPHFGLPTAFRAEWAPPESAAGPRALQVAFLCEYDALPALGHACGHNLIAEVGVAAALGLRAALESIAAPPPVKVIVLGTPAEEDGGGKIDLIEAGAFENLDVVFMAHPSQENAAYLPDVAEHDVTVKYYGKASHAAAYPWEGVNALDAAVLAYTNLSVLRQQMKPTWRVHGIIKNGGVKPNIIPSYSELVYYFRAPSMKELQVLTKKAEDCFRAAALATGCTV.... (9) The miRNA is bta-miR-223 with sequence UGUCAGUUUGUCAAAUACCCCA. The protein sequence of the target gene is MAETAAESGGGGDSGVGACERGVAPIKAQYRTTKERFHEYLDGDKQEGACQEVPTGDPAEPGAKRIRLEDGQENGKTEVAIESRERQVPKRARGQNKSRPHVKPAHYDKDRLCPSFLQEPATPCAFGDRCRFLHDVGRYLETKPADLGPRCVLFETFGRCPFSMTCRFAGAHLGPEGQNLVQEEVVARCAQLPSVRNGLDRALQQQLRKRQVCFERAEQALNRLTQSPMPTVVPETTVAMATPKQNSCHAQLDTVGGAGTPQSSPVPTCGPLTDEDVIRLRPCEKKRLDISGKLYLAPLT.... Result: 0 (no interaction).